Dataset: Peptide-MHC class II binding affinity with 134,281 pairs from IEDB. Task: Regression. Given a peptide amino acid sequence and an MHC pseudo amino acid sequence, predict their binding affinity value. This is MHC class II binding data. (1) The peptide sequence is RMFLAMITYITRNQP. The MHC is DRB1_1101 with pseudo-sequence DRB1_1101. The binding affinity (normalized) is 0.598. (2) The peptide sequence is LFFNHHKVMLLGHDD. The MHC is HLA-DQA10101-DQB10501 with pseudo-sequence HLA-DQA10101-DQB10501. The binding affinity (normalized) is 0.198.